This data is from Full USPTO retrosynthesis dataset with 1.9M reactions from patents (1976-2016). The task is: Predict the reactants needed to synthesize the given product. (1) Given the product [CH2:1]([C:3]1[CH:4]=[C:5]2[C:9](=[CH:10][C:11]=1[CH2:12][CH3:13])[C:8](=[O:14])[C:7](=[N:15][OH:16])[CH2:6]2)[CH3:2], predict the reactants needed to synthesize it. The reactants are: [CH2:1]([C:3]1[CH:4]=[C:5]2[C:9](=[CH:10][C:11]=1[CH2:12][CH3:13])[C:8](=[O:14])[CH2:7][CH2:6]2)[CH3:2].[N:15](OCCCC)=[O:16].Cl. (2) Given the product [CH3:23][S:20]([C:16]1[CH:15]=[C:14]([N:9]2[CH:10]=[CH:11][C:12](=[O:13])[C:7]([C:5]3[N:25]([C:27]4[CH:28]=[C:29]([CH:33]=[CH:34][CH:35]=4)[C:30]([NH2:32])=[O:31])[N:2]=[CH:3][CH:4]=3)=[N:8]2)[CH:19]=[CH:18][CH:17]=1)(=[O:22])=[O:21], predict the reactants needed to synthesize it. The reactants are: C[N:2](C)/[CH:3]=[CH:4]/[C:5]([C:7]1[C:12](=[O:13])[CH:11]=[CH:10][N:9]([C:14]2[CH:19]=[CH:18][CH:17]=[C:16]([S:20]([CH3:23])(=[O:22])=[O:21])[CH:15]=2)[N:8]=1)=O.[NH:25]([C:27]1[CH:28]=[C:29]([CH:33]=[CH:34][CH:35]=1)[C:30]([NH2:32])=[O:31])N.